From a dataset of Reaction yield outcomes from USPTO patents with 853,638 reactions. Predict the reaction yield, written as a fraction of the theoretical maximum amount of product (1.0 means a 100% yield; for example, 0.34 means a 34% yield). (1) The reactants are [CH2:1]([O:8][C:9]([NH:11][C:12]1[C:13]([C:25](O)=[O:26])=[N:14][C:15]2[C:20]([CH:21]=1)=[CH:19][C:18]([F:22])=[C:17]([CH:23]=[CH2:24])[CH:16]=2)=[O:10])[C:2]1[CH:7]=[CH:6][CH:5]=[CH:4][CH:3]=1.[NH2:28][C:29]1[CH:30]=[N:31][CH:32]=[CH:33][C:34]=1[N:35]1[CH2:40][CH2:39][CH2:38][C@H:37]([NH:41][C:42](=[O:51])[O:43][CH2:44][C:45]2[CH:50]=[CH:49][CH:48]=[CH:47][CH:46]=2)[CH2:36]1.CN(C(ON1N=NC2C=CC=NC1=2)=[N+](C)C)C.F[P-](F)(F)(F)(F)F.CCN(C(C)C)C(C)C. The catalyst is CN(C=O)C. The product is [CH2:1]([O:8][C:9]([NH:11][C:12]1[C:13]([C:25]([NH:28][C:29]2[CH:30]=[N:31][CH:32]=[CH:33][C:34]=2[N:35]2[CH2:40][CH2:39][CH2:38][C@H:37]([NH:41][C:42](=[O:51])[O:43][CH2:44][C:45]3[CH:46]=[CH:47][CH:48]=[CH:49][CH:50]=3)[CH2:36]2)=[O:26])=[N:14][C:15]2[C:20]([CH:21]=1)=[CH:19][C:18]([F:22])=[C:17]([CH:23]=[CH2:24])[CH:16]=2)=[O:10])[C:2]1[CH:7]=[CH:6][CH:5]=[CH:4][CH:3]=1. The yield is 0.860. (2) The reactants are C([C:3]1[C:15]2[C:6](=[N:7][C:8]3[C:13]([CH:14]=2)=[CH:12][C:11]([Si:16]([CH3:19])([CH3:18])[CH3:17])=[CH:10][CH:9]=3)[S:5][C:4]=1[C:20]([NH2:22])=[O:21])C.N. The catalyst is CO. The product is [CH3:17][Si:16]([CH3:19])([CH3:18])[C:11]1[CH:12]=[C:13]2[C:8](=[CH:9][CH:10]=1)[N:7]=[C:6]1[S:5][C:4]([C:20]([NH2:22])=[O:21])=[CH:3][C:15]1=[CH:14]2. The yield is 0.410. (3) The reactants are [Cl:1][C:2]([Cl:12])([Cl:11])[C:3]([C:5]1[N:6]([CH3:10])[CH:7]=[CH:8][CH:9]=1)=[O:4].[N+:13]([O-])([OH:15])=[O:14]. The catalyst is C(OC(=O)C)(=O)C. The product is [N+:13]([C:8]1[CH:9]=[C:5]([C:3](=[O:4])[C:2]([Cl:1])([Cl:11])[Cl:12])[N:6]([CH3:10])[CH:7]=1)([O-:15])=[O:14]. The yield is 0.730. (4) The reactants are [Cl-].O[NH3+:3].[C:4](=[O:7])([O-])[OH:5].[Na+].CS(C)=O.[CH3:13][C:14]([CH3:51])([CH3:50])[CH2:15][O:16][C:17]1[CH:22]=[CH:21][C:20]([N:23]2[C:28](=[O:29])[C:27]([CH2:30][C:31]3[CH:36]=[CH:35][C:34]([C:37]4[C:38]([C:43]#[N:44])=[CH:39][CH:40]=[CH:41][CH:42]=4)=[CH:33][CH:32]=3)=[C:26]([CH2:45][CH2:46][CH3:47])[N:25]=[C:24]2[CH2:48][CH3:49])=[CH:19][CH:18]=1. The catalyst is O. The product is [CH3:51][C:14]([CH3:50])([CH3:13])[CH2:15][O:16][C:17]1[CH:18]=[CH:19][C:20]([N:23]2[C:28](=[O:29])[C:27]([CH2:30][C:31]3[CH:36]=[CH:35][C:34]([C:37]4[CH:42]=[CH:41][CH:40]=[CH:39][C:38]=4[C:43]4[NH:3][C:4](=[O:7])[O:5][N:44]=4)=[CH:33][CH:32]=3)=[C:26]([CH2:45][CH2:46][CH3:47])[N:25]=[C:24]2[CH2:48][CH3:49])=[CH:21][CH:22]=1. The yield is 0.730.